From a dataset of NCI-60 drug combinations with 297,098 pairs across 59 cell lines. Regression. Given two drug SMILES strings and cell line genomic features, predict the synergy score measuring deviation from expected non-interaction effect. (1) Drug 1: C#CCC(CC1=CN=C2C(=N1)C(=NC(=N2)N)N)C3=CC=C(C=C3)C(=O)NC(CCC(=O)O)C(=O)O. Drug 2: C(CC(=O)O)C(=O)CN.Cl. Cell line: NCI-H460. Synergy scores: CSS=9.27, Synergy_ZIP=-3.13, Synergy_Bliss=-3.02, Synergy_Loewe=-5.39, Synergy_HSA=-5.46. (2) Drug 1: CN1CCC(CC1)COC2=C(C=C3C(=C2)N=CN=C3NC4=C(C=C(C=C4)Br)F)OC. Drug 2: COC1=C2C(=CC3=C1OC=C3)C=CC(=O)O2. Cell line: T-47D. Synergy scores: CSS=5.44, Synergy_ZIP=-2.55, Synergy_Bliss=-1.42, Synergy_Loewe=-3.14, Synergy_HSA=-0.314.